Dataset: Reaction yield outcomes from USPTO patents with 853,638 reactions. Task: Predict the reaction yield, written as a fraction of the theoretical maximum amount of product (1.0 means a 100% yield; for example, 0.34 means a 34% yield). (1) The yield is 0.0600. The catalyst is ClCCl. The reactants are [C:1]1([C:7]2([C:17]3[CH:22]=[CH:21][CH:20]=[CH:19][CH:18]=3)[O:11][C:10]3[CH:12]=[CH:13][C:14]([NH2:16])=[CH:15][C:9]=3[O:8]2)[CH:6]=[CH:5][CH:4]=[CH:3][CH:2]=1.C(N(C(C)C)C(C)C)C.[C:32]1([S:38](Cl)(=[O:40])=[O:39])[CH:37]=[CH:36][CH:35]=[CH:34][CH:33]=1. The product is [C:17]1([C:7]2([C:1]3[CH:6]=[CH:5][CH:4]=[CH:3][CH:2]=3)[O:11][C:10]3[CH:12]=[CH:13][C:14]([NH:16][S:38]([C:32]4[CH:37]=[CH:36][CH:35]=[CH:34][CH:33]=4)(=[O:40])=[O:39])=[CH:15][C:9]=3[O:8]2)[CH:18]=[CH:19][CH:20]=[CH:21][CH:22]=1. (2) The reactants are [CH3:1][C:2]1[NH:3][C:4](=[O:28])[C:5]([CH2:13][C:14]2[CH:19]=[CH:18][C:17]([C:20]3[C:21]([C:26]#[N:27])=[CH:22][CH:23]=[CH:24][CH:25]=3)=[CH:16][CH:15]=2)=[C:6]([CH2:8][CH2:9][CH2:10][CH2:11][CH3:12])[N:7]=1.[C:29]1(B(O)O)[CH:34]=[CH:33][CH:32]=[CH:31][CH:30]=1.C([N:40](CC)CC)C.N1C=CC=CC=1.[C:51]([O:54]CC)(=[O:53])C. The catalyst is C(Cl)Cl.C([O-])(=O)C.[Cu+2].C([O-])(=O)C. The product is [CH3:1][C:2]1[N:3]([C:29]2[CH:34]=[CH:33][CH:32]=[CH:31][CH:30]=2)[C:4](=[O:28])[C:5]([CH2:13][C:14]2[CH:15]=[CH:16][C:17]([C:20]3[CH:25]=[CH:24][CH:23]=[CH:22][C:21]=3[C:26]3[NH:40][C:51](=[O:53])[O:54][N:27]=3)=[CH:18][CH:19]=2)=[C:6]([CH2:8][CH2:9][CH2:10][CH2:11][CH3:12])[N:7]=1. The yield is 0.490. (3) The reactants are [CH3:1][S:2]([C:5]1[CH:23]=[CH:22][C:8]([O:9][C:10]2[CH:11]=[C:12]([O:17][CH2:18][CH2:19][O:20][CH3:21])[C:13]([NH2:16])=[N:14][CH:15]=2)=[CH:7][CH:6]=1)(=[O:4])=[O:3].C1N=C[N:26]([C:29](N2C=NC=C2)=[S:30])C=1.[NH4+].[OH-].O. The catalyst is C1COCC1. The product is [CH3:1][S:2]([C:5]1[CH:23]=[CH:22][C:8]([O:9][C:10]2[CH:11]=[C:12]([O:17][CH2:18][CH2:19][O:20][CH3:21])[C:13]([NH:16][C:29]([NH2:26])=[S:30])=[N:14][CH:15]=2)=[CH:7][CH:6]=1)(=[O:4])=[O:3]. The yield is 0.750. (4) The reactants are [I:1][C:2]1[CH:11]=[CH:10][CH:9]=[C:8]([CH3:12])[C:3]=1[C:4](OC)=[O:5].C1C(=O)[N:17](Br)C(=O)C1.C(OOC(=O)C1C=CC=CC=1)(=O)C1C=CC=CC=1. The catalyst is ClC1C=CC=CC=1. The product is [I:1][C:2]1[CH:11]=[CH:10][CH:9]=[C:8]2[C:3]=1[C:4](=[O:5])[NH:17][CH2:12]2. The yield is 0.400. (5) The catalyst is CN(C=O)C. The product is [CH3:36][O:37][C:38](=[O:46])[CH2:39][CH2:40][CH2:41][S:42](=[O:44])(=[O:45])[NH:43][C:21](=[O:23])[CH2:20][CH2:19][CH2:18][CH2:17][CH2:16][CH2:15][CH2:14][CH2:13][CH2:12][CH2:11][CH2:10][CH2:9][CH2:8][CH2:7][CH2:6][C:5]1[NH:1][N:2]=[N:3][N:4]=1. The yield is 0.610. The reactants are [NH:1]1[C:5]([CH2:6][CH2:7][CH2:8][CH2:9][CH2:10][CH2:11][CH2:12][CH2:13][CH2:14][CH2:15][CH2:16][CH2:17][CH2:18][CH2:19][CH2:20][C:21]([OH:23])=O)=[N:4][N:3]=[N:2]1.C(N1C=CN=C1)(N1C=CN=C1)=O.[CH3:36][O:37][C:38](=[O:46])[CH2:39][CH2:40][CH2:41][S:42](=[O:45])(=[O:44])[NH2:43].C1CCN2C(=NCCC2)CC1.Cl. (6) The reactants are Br[C:2]1[CH:7]=[CH:6][C:5]([C@@H:8]([NH:16][CH3:17])[CH2:9][N:10]2[CH2:15][CH2:14][O:13][CH2:12][CH2:11]2)=[CH:4][CH:3]=1.[CH2:18]([O:20][C:21]([C:23]1[CH:28]=[CH:27][C:26](B(O)O)=[CH:25][CH:24]=1)=[O:22])[CH3:19].C([O-])([O-])=O.[K+].[K+].C(Cl)Cl. The catalyst is CCO.C1C=CC(P(C2C=CC=CC=2)[C-]2C=CC=C2)=CC=1.C1C=CC(P(C2C=CC=CC=2)[C-]2C=CC=C2)=CC=1.Cl[Pd]Cl.[Fe+2]. The product is [CH3:17][NH:16][C@H:8]([C:5]1[CH:6]=[CH:7][C:2]([C:26]2[CH:27]=[CH:28][C:23]([C:21]([O:20][CH2:18][CH3:19])=[O:22])=[CH:24][CH:25]=2)=[CH:3][CH:4]=1)[CH2:9][N:10]1[CH2:15][CH2:14][O:13][CH2:12][CH2:11]1. The yield is 0.480.